Dataset: Full USPTO retrosynthesis dataset with 1.9M reactions from patents (1976-2016). Task: Predict the reactants needed to synthesize the given product. (1) Given the product [Cl:27][C:28]1[CH:29]=[C:30]([CH:33]=[CH:34][C:35]=1[NH:36][C:37]1[C:42]([CH3:43])=[C:41]([NH:44][CH:45]2[CH2:46][CH2:47]2)[N:40]2[N:48]=[CH:49][C:50]([CH:25]=[C:20]3[C:21](=[O:22])[NH:23][C:24](=[O:26])[NH:54]3)=[C:39]2[N:38]=1)[C:31]#[N:32], predict the reactants needed to synthesize it. The reactants are: C1(P(=[C:20]2[CH2:25][C:24](=[O:26])[NH:23][C:21]2=[O:22])(C2C=CC=CC=2)C2C=CC=CC=2)C=CC=CC=1.[Cl:27][C:28]1[CH:29]=[C:30]([CH:33]=[CH:34][C:35]=1[NH:36][C:37]1[C:42]([CH3:43])=[C:41]([NH:44][CH:45]2[CH2:47][CH2:46]2)[N:40]2[N:48]=[CH:49][C:50](C=O)=[C:39]2[N:38]=1)[C:31]#[N:32].C[N:54](C=O)C. (2) Given the product [Cl:24][C:9]1[N:8]([C:3]2[CH:4]=[CH:5][CH:6]=[CH:7][C:2]=2[Cl:1])[C:17](=[O:18])[C:16]2[C:11]([N:10]=1)=[N:12][C:13]([S:19][CH3:20])=[N:14][CH:15]=2, predict the reactants needed to synthesize it. The reactants are: [Cl:1][C:2]1[CH:7]=[CH:6][CH:5]=[CH:4][C:3]=1[N:8]1[C:17](=[O:18])[C:16]2[C:11](=[N:12][C:13]([S:19][CH3:20])=[N:14][CH:15]=2)[NH:10][C:9]1=O.O=P(Cl)(Cl)[Cl:24].C(N(C(C)C)CC)(C)C.